From a dataset of Full USPTO retrosynthesis dataset with 1.9M reactions from patents (1976-2016). Predict the reactants needed to synthesize the given product. (1) Given the product [CH3:1][O:2][C:3](=[O:16])[C:4]1[CH:9]=[CH:8][C:7]([NH:10][CH2:11][CH3:12])=[C:6]([NH2:13])[CH:5]=1, predict the reactants needed to synthesize it. The reactants are: [CH3:1][O:2][C:3](=[O:16])[C:4]1[CH:9]=[CH:8][C:7]([NH:10][CH2:11][CH3:12])=[C:6]([N+:13]([O-])=O)[CH:5]=1. (2) Given the product [ClH:20].[C:14]1([S:11]([CH2:10][CH2:9][NH2:8])(=[O:12])=[O:13])[CH:15]=[CH:16][CH:17]=[CH:18][CH:19]=1, predict the reactants needed to synthesize it. The reactants are: C(OC([NH:8][CH2:9][CH2:10][S:11]([C:14]1[CH:19]=[CH:18][CH:17]=[CH:16][CH:15]=1)(=[O:13])=[O:12])=O)(C)(C)C.[ClH:20]. (3) Given the product [Si:6]([O:13][CH2:14][C:15]1[CH:20]=[CH:19][N:18]=[C:17]([F:21])[C:16]=1[Cl:30])([C:9]([CH3:12])([CH3:11])[CH3:10])([CH3:8])[CH3:7], predict the reactants needed to synthesize it. The reactants are: O1CCCC1.[Si:6]([O:13][CH2:14][C:15]1[CH:20]=[CH:19][N:18]=[C:17]([F:21])[CH:16]=1)([C:9]([CH3:12])([CH3:11])[CH3:10])([CH3:8])[CH3:7].C([N-]C(C)C)(C)C.[Li+].[Cl:30]C(Cl)(Cl)C(Cl)(Cl)Cl. (4) The reactants are: [OH:1][CH2:2][C:3]1([CH3:15])[CH2:7][CH2:6][N:5](C(OC(C)(C)C)=O)[CH2:4]1.CO.[ClH:18]. Given the product [ClH:18].[CH3:15][C:3]1([CH2:2][OH:1])[CH2:7][CH2:6][NH:5][CH2:4]1, predict the reactants needed to synthesize it. (5) Given the product [F:29][C:3]([F:2])([F:28])[C:4]1[CH:5]=[C:6]([CH:21]=[C:22]([C:24]([F:27])([F:25])[F:26])[CH:23]=1)[CH2:7][O:8][C@H:9]1[CH2:14][CH2:13][N:12]([C:33]([NH:32][CH2:30][CH3:31])=[O:34])[CH2:11][C@H:10]1[C:15]1[CH:16]=[CH:17][CH:18]=[CH:19][CH:20]=1, predict the reactants needed to synthesize it. The reactants are: Cl.[F:2][C:3]([F:29])([F:28])[C:4]1[CH:5]=[C:6]([CH:21]=[C:22]([C:24]([F:27])([F:26])[F:25])[CH:23]=1)[CH2:7][O:8][C@H:9]1[CH2:14][CH2:13][NH:12][CH2:11][C@H:10]1[C:15]1[CH:20]=[CH:19][CH:18]=[CH:17][CH:16]=1.[CH2:30]([N:32]=[C:33]=[O:34])[CH3:31]. (6) Given the product [Cl:24][C:19]1[CH:20]=[CH:21][CH:22]=[CH:23][C:18]=1[CH2:17][O:3][C:4]1[C:13]2[C:8](=[CH:9][CH:10]=[CH:11][CH:12]=2)[C:7]([CH:14]=[O:15])=[CH:6][CH:5]=1, predict the reactants needed to synthesize it. The reactants are: [H-].[Na+].[OH:3][C:4]1[C:13]2[C:8](=[CH:9][CH:10]=[CH:11][CH:12]=2)[C:7]([CH:14]=[O:15])=[CH:6][CH:5]=1.Br[CH2:17][C:18]1[CH:23]=[CH:22][CH:21]=[CH:20][C:19]=1[Cl:24].Cl.